This data is from Forward reaction prediction with 1.9M reactions from USPTO patents (1976-2016). The task is: Predict the product of the given reaction. (1) Given the reactants [CH3:1][C:2]1([C:6]([OH:8])=O)[CH2:5][O:4][CH2:3]1.[F:9][C:10]1([F:30])[CH2:13][N:12]([C:14]2[C:15]([O:24][CH2:25][C:26]([F:29])([F:28])[F:27])=[CH:16][C:17]([C:20](=[N:22]O)[NH2:21])=[N:18][CH:19]=2)[CH2:11]1, predict the reaction product. The product is: [F:30][C:10]1([F:9])[CH2:13][N:12]([C:14]2[C:15]([O:24][CH2:25][C:26]([F:27])([F:29])[F:28])=[CH:16][C:17]([C:20]3[N:21]=[C:6]([C:2]4([CH3:1])[CH2:3][O:4][CH2:5]4)[O:8][N:22]=3)=[N:18][CH:19]=2)[CH2:11]1. (2) Given the reactants [H-].[Na+].[Br:3][C:4]1[C:5](=[O:12])[N:6]([CH3:11])[C:7](=[O:10])[NH:8][N:9]=1.[F:13][C:14]([F:20])([F:19])[CH2:15][CH2:16][CH2:17]I, predict the reaction product. The product is: [Br:3][C:4]1[C:5](=[O:12])[N:6]([CH3:11])[C:7](=[O:10])[N:8]([CH2:17][CH2:16][CH2:15][C:14]([F:20])([F:19])[F:13])[N:9]=1. (3) Given the reactants [N:1]1([C:6]2[CH:7]=[C:8]([CH:11]=[CH:12][CH:13]=2)[CH:9]=O)[CH:5]=[CH:4][CH:3]=[N:2]1.N1(C2C=C[C:22]([CH:23]=[O:24])=CC=2)C=CC=N1, predict the reaction product. The product is: [N:1]1([C:6]2[CH:7]=[C:8](/[CH:9]=[CH:22]/[CH:23]=[O:24])[CH:11]=[CH:12][CH:13]=2)[CH:5]=[CH:4][CH:3]=[N:2]1. (4) Given the reactants [CH3:1][C:2]([O:5][C:6](O[C:6]([O:5][C:2]([CH3:4])([CH3:3])[CH3:1])=[O:7])=[O:7])([CH3:4])[CH3:3].[Br:16][C:17]1[C:18]2[C@@H:19]3[CH2:30][CH2:29][N:28]([C:31]([O:33][C:34]([CH3:37])([CH3:36])[CH3:35])=[O:32])[CH2:27][CH2:26][C@@H:20]3[NH:21][C:22]=2[CH:23]=[CH:24][CH:25]=1.[OH-].[Na+], predict the reaction product. The product is: [Br:16][C:17]1[C:18]2[C@@H:19]3[CH2:30][CH2:29][N:28]([C:31]([O:33][C:34]([CH3:37])([CH3:36])[CH3:35])=[O:32])[CH2:27][CH2:26][C@@H:20]3[N:21]([C:6]([O:5][C:2]([CH3:4])([CH3:3])[CH3:1])=[O:7])[C:22]=2[CH:23]=[CH:24][CH:25]=1.